This data is from Peptide-MHC class I binding affinity with 185,985 pairs from IEDB/IMGT. The task is: Regression. Given a peptide amino acid sequence and an MHC pseudo amino acid sequence, predict their binding affinity value. This is MHC class I binding data. (1) The MHC is H-2-Db with pseudo-sequence H-2-Db. The peptide sequence is IGVITDFEL. The binding affinity (normalized) is 0. (2) The peptide sequence is KTLKGGWFF. The MHC is HLA-A02:19 with pseudo-sequence HLA-A02:19. The binding affinity (normalized) is 0.0847. (3) The peptide sequence is PSLEYGANY. The MHC is HLA-A11:01 with pseudo-sequence HLA-A11:01. The binding affinity (normalized) is 0.0772. (4) The peptide sequence is FPVRPQVPA. The MHC is HLA-B54:01 with pseudo-sequence HLA-B54:01. The binding affinity (normalized) is 0.973. (5) The MHC is HLA-A02:01 with pseudo-sequence HLA-A02:01. The peptide sequence is QHAWPLPPL. The binding affinity (normalized) is 0.0847. (6) The peptide sequence is EVQLVESGGGL. The MHC is HLA-A01:01 with pseudo-sequence HLA-A01:01. The binding affinity (normalized) is 0. (7) The peptide sequence is FAVRPQVPL. The MHC is HLA-B35:01 with pseudo-sequence HLA-B35:01. The binding affinity (normalized) is 0.538.